From a dataset of Reaction yield outcomes from USPTO patents with 853,638 reactions. Predict the reaction yield, written as a fraction of the theoretical maximum amount of product (1.0 means a 100% yield; for example, 0.34 means a 34% yield). (1) The yield is 0.940. The reactants are [OH:1][C:2]1[CH:7]=[C:6]([O:8][CH2:9][CH2:10][O:11][CH3:12])[CH:5]=[CH:4][C:3]=1/[CH:13]=[CH:14]/[C:15]([O:17][CH2:18][CH3:19])=[O:16].Cl[CH2:21][C:22]1[N:23]=[C:24]([C:28]2[CH:33]=[CH:32][CH:31]=[CH:30][CH:29]=2)[O:25][C:26]=1[CH3:27].C(=O)([O-])[O-].[K+].[K+].O. The product is [CH3:12][O:11][CH2:10][CH2:9][O:8][C:6]1[CH:5]=[CH:4][C:3](/[CH:13]=[CH:14]/[C:15]([O:17][CH2:18][CH3:19])=[O:16])=[C:2]([O:1][CH2:21][C:22]2[N:23]=[C:24]([C:28]3[CH:33]=[CH:32][CH:31]=[CH:30][CH:29]=3)[O:25][C:26]=2[CH3:27])[CH:7]=1. The catalyst is CN(C)C=O. (2) The reactants are [CH2:1]([N:8]([CH2:15][C:16]1[C:21](Cl)=[N:20][C:19]([N:23]([CH3:27])[CH:24]([CH3:26])[CH3:25])=[CH:18][N:17]=1)[CH2:9][C@@H:10]([OH:14])[CH2:11][O:12][CH3:13])[C:2]1[CH:7]=[CH:6][CH:5]=[CH:4][CH:3]=1.CC(C)([O-])C.[K+].O. The catalyst is CN(C=O)C. The product is [CH2:1]([N:8]1[CH2:15][C:16]2[N:17]=[CH:18][C:19]([N:23]([CH3:27])[CH:24]([CH3:26])[CH3:25])=[N:20][C:21]=2[O:14][C@@H:10]([CH2:11][O:12][CH3:13])[CH2:9]1)[C:2]1[CH:7]=[CH:6][CH:5]=[CH:4][CH:3]=1. The yield is 0.820. (3) The reactants are [CH2:1]([O:3][C:4](=[O:33])[C:5]1[CH:10]=[CH:9][CH:8]=[C:7]([N:11]2[C:15]([CH3:16])=[CH:14][CH:13]=[C:12]2[C:17]2[CH:22]=[CH:21][CH:20]=[CH:19][C:18]=2[O:23]CC2C=CC(OC)=CC=2)[CH:6]=1)[CH3:2]. The catalyst is Cl.O1CCOCC1. The product is [CH2:1]([O:3][C:4](=[O:33])[C:5]1[CH:10]=[CH:9][CH:8]=[C:7]([N:11]2[C:15]([CH3:16])=[CH:14][CH:13]=[C:12]2[C:17]2[CH:22]=[CH:21][CH:20]=[CH:19][C:18]=2[OH:23])[CH:6]=1)[CH3:2]. The yield is 0.450. (4) The reactants are [CH:1]([C:4]1[CH:9]=[C:8]([O:10][CH3:11])[C:7]([C:12]([F:15])([F:14])[F:13])=[CH:6][C:5]=1S(C1C=CC(C)=CC=1)(=O)=O)([CH3:3])[CH3:2].[OH-:26].[Na+].Cl. The catalyst is CO.O. The product is [CH:1]([C:4]1[CH:9]=[C:8]([O:10][CH3:11])[C:7]([C:12]([F:15])([F:14])[F:13])=[CH:6][C:5]=1[OH:26])([CH3:3])[CH3:2]. The yield is 0.810. (5) The reactants are Cl[C:2]1[C:7]([CH:8]=O)=[C:6]([Cl:10])[N:5]=[C:4]([S:11][CH3:12])[N:3]=1.CCN(CC)CC.[F:20][C:21]1[CH:27]=[C:26]([F:28])[CH:25]=[CH:24][C:22]=1[NH2:23].C[O:30][C:31]([CH2:33]P(=O)(OCC(F)(F)F)OCC(F)(F)F)=O. The catalyst is C1COCC1.ClCCl. The product is [Cl:10][C:6]1[C:7]2[CH:8]=[CH:33][C:31](=[O:30])[N:23]([C:22]3[CH:24]=[CH:25][C:26]([F:28])=[CH:27][C:21]=3[F:20])[C:2]=2[N:3]=[C:4]([S:11][CH3:12])[N:5]=1. The yield is 0.520. (6) The reactants are [CH3:1][O:2][C:3]([C:5]1[S:6][CH:7]=[C:8]([Br:11])[C:9]=1[OH:10])=[O:4].[C:12](=O)([O-])[O-].[K+].[K+].IC. The catalyst is CC(C)=O. The product is [CH3:1][O:2][C:3]([C:5]1[S:6][CH:7]=[C:8]([Br:11])[C:9]=1[O:10][CH3:12])=[O:4]. The yield is 1.00.